This data is from hERG potassium channel inhibition data for cardiac toxicity prediction from Karim et al.. The task is: Regression/Classification. Given a drug SMILES string, predict its toxicity properties. Task type varies by dataset: regression for continuous values (e.g., LD50, hERG inhibition percentage) or binary classification for toxic/non-toxic outcomes (e.g., AMES mutagenicity, cardiotoxicity, hepatotoxicity). Dataset: herg_karim. (1) The molecule is COc1cc(N2CCN(C)CC2)ccc1Nc1nc(N)c(C(=O)c2c(Cl)cccc2Cl)s1. The result is 0 (non-blocker). (2) The compound is [O-][S@+](c1ccccc1)c1ccc(C=Cc2ccc(F)cc2)nc1. The result is 1 (blocker). (3) The molecule is COc1cc2nnc(C(N)=O)c(Nc3ccc(C)cc3F)c2cc1N1CCC(N(C)C)CC1. The result is 0 (non-blocker). (4) The molecule is COc1ccc(Cn2c(N3CCC(NCC4CCOCC4)CC3)nc3ccccc32)cc1. The result is 1 (blocker). (5) The molecule is Cl.Cn1cc2c(OCC3CCN(CCN4CCOCC4)CC3)nc3ccccc3c2c1. The result is 1 (blocker). (6) The compound is Cc1nnc(C(C)C)n1[C@@H]1C[C@@H]2CC[C@H](C1)N2CCC(CNC(=O)C1CC(F)(F)C1)c1ccccc1. The result is 0 (non-blocker).